This data is from Peptide-MHC class II binding affinity with 134,281 pairs from IEDB. The task is: Regression. Given a peptide amino acid sequence and an MHC pseudo amino acid sequence, predict their binding affinity value. This is MHC class II binding data. (1) The peptide sequence is PRLLYAKSSPAYPSV. The MHC is DRB3_0101 with pseudo-sequence DRB3_0101. The binding affinity (normalized) is 0.449. (2) The peptide sequence is FKAAVAAAAGAPPAD. The binding affinity (normalized) is 0.667. The MHC is HLA-DPA10201-DPB11401 with pseudo-sequence HLA-DPA10201-DPB11401. (3) The peptide sequence is QSCRRPNAQRFGISN. The MHC is HLA-DQA10301-DQB10302 with pseudo-sequence HLA-DQA10301-DQB10302. The binding affinity (normalized) is 0.0209. (4) The peptide sequence is VTPCAAEEQKLPINALSNSL. The MHC is DRB1_0101 with pseudo-sequence DRB1_0101. The binding affinity (normalized) is 0.284. (5) The peptide sequence is AFKVAATVANAAPAN. The MHC is DRB1_0901 with pseudo-sequence DRB1_0901. The binding affinity (normalized) is 0.708. (6) The peptide sequence is ILPIAEMSVVAMEFG. The MHC is HLA-DQA10102-DQB10602 with pseudo-sequence HLA-DQA10102-DQB10602. The binding affinity (normalized) is 0.571. (7) The peptide sequence is RRGRIGRNPNRDGDS. The MHC is HLA-DQA10501-DQB10303 with pseudo-sequence HLA-DQA10501-DQB10303. The binding affinity (normalized) is 0. (8) The peptide sequence is EFKLLSEEKVPWDQV. The MHC is DRB1_0301 with pseudo-sequence DRB1_0301. The binding affinity (normalized) is 0.579. (9) The peptide sequence is ASQKRPSQRHGSKY. The MHC is H-2-IAu with pseudo-sequence H-2-IAu. The binding affinity (normalized) is 0.277. (10) The peptide sequence is SARLRLLRDRLVEGV. The MHC is DRB1_0901 with pseudo-sequence DRB1_0901. The binding affinity (normalized) is 0.435.